Task: Predict the product of the given reaction.. Dataset: Forward reaction prediction with 1.9M reactions from USPTO patents (1976-2016) (1) Given the reactants [Cl:1][C:2]1[CH:36]=[CH:35][C:5]([CH2:6][N:7]2[C:15]3[C:10](=[N:11]C(C#N)=[N:13][C:14]=3[NH:16][C@@H:17]([CH:19]3[CH2:21][CH2:20]3)[CH3:18])[N:9]=[C:8]2[C:24]2[CH:29]=[C:28]([CH3:30])[CH:27]=[CH:26][C:25]=2[O:31][CH2:32][CH2:33][OH:34])=[CH:4][CH:3]=1.[OH-:37].[Na+].Cl.[CH2:40]([OH:42])[CH3:41], predict the reaction product. The product is: [Cl:1][C:2]1[CH:36]=[CH:35][C:5]([CH2:6][N:7]2[C:15]3[C:10](=[N:11][C:41]([C:40]([OH:37])=[O:42])=[N:13][C:14]=3[NH:16][C@@H:17]([CH:19]3[CH2:21][CH2:20]3)[CH3:18])[N:9]=[C:8]2[C:24]2[CH:29]=[C:28]([CH3:30])[CH:27]=[CH:26][C:25]=2[O:31][CH2:32][CH2:33][OH:34])=[CH:4][CH:3]=1. (2) Given the reactants C1(P(=O)(C2C=CC=CC=2)C2C=CC=CC=2)C=CC=CC=1.FC(F)(F)S(OS(C(F)(F)F)(=O)=O)(=O)=O.[CH3:36][N:37]([S:77]([C:80]1[S:81][CH:82]=[CH:83][CH:84]=1)(=[O:79])=[O:78])[C:38]1[CH:39]=[C:40]([O:72][C:73]([F:76])([F:75])[F:74])[CH:41]=[C:42]2[C:46]=1[NH:45][C:44]([C:47]([NH:49][CH2:50][CH2:51][S:52]C(C1C=CC=CC=1)(C1C=CC=CC=1)C1C=CC=CC=1)=O)=[CH:43]2.C(=O)([O-])O.[Na+], predict the reaction product. The product is: [S:52]1[CH2:51][CH2:50][N:49]=[C:47]1[C:44]1[NH:45][C:46]2[C:42]([CH:43]=1)=[CH:41][C:40]([O:72][C:73]([F:76])([F:74])[F:75])=[CH:39][C:38]=2[N:37]([CH3:36])[S:77]([C:80]1[S:81][CH:82]=[CH:83][CH:84]=1)(=[O:79])=[O:78].